From a dataset of Reaction yield outcomes from USPTO patents with 853,638 reactions. Predict the reaction yield, written as a fraction of the theoretical maximum amount of product (1.0 means a 100% yield; for example, 0.34 means a 34% yield). (1) The reactants are [CH2:1]([O:4][N:5]([C@@H:21]1[C:26]([C:27]([NH2:29])=[O:28])=[CH:25][C@@H:24]([CH2:30][O:31][Si:32]([C:35]([CH3:38])([CH3:37])[CH3:36])([CH3:34])[CH3:33])[NH:23][CH2:22]1)S(C1C=CC([N+]([O-])=O)=CC=1[N+]([O-])=O)(=O)=O)[CH:2]=[CH2:3].C(=O)([O-])[O-].[Cs+].[Cs+].C1(S)C=CC=CC=1. The catalyst is C1COCC1. The product is [CH2:1]([O:4][NH:5][C@@H:21]1[C:26]([C:27]([NH2:29])=[O:28])=[CH:25][C@@H:24]([CH2:30][O:31][Si:32]([C:35]([CH3:38])([CH3:37])[CH3:36])([CH3:33])[CH3:34])[NH:23][CH2:22]1)[CH:2]=[CH2:3]. The yield is 0.800. (2) The reactants are Cl.[CH3:2][O:3][C:4](=[O:10])[C@@H:5]1[CH2:9][CH2:8][CH2:7][NH:6]1.C(N(CC)CC)C.[Cl:18][C:19]1[CH:20]=[C:21]([S:26](Cl)(=[O:28])=[O:27])[CH:22]=[C:23]([Cl:25])[CH:24]=1. The catalyst is C(Cl)Cl. The product is [CH3:2][O:3][C:4](=[O:10])[C@@H:5]1[CH2:9][CH2:8][CH2:7][N:6]1[S:26]([C:21]1[CH:20]=[C:19]([Cl:18])[CH:24]=[C:23]([Cl:25])[CH:22]=1)(=[O:28])=[O:27]. The yield is 0.770. (3) The reactants are [F:1][C:2]([F:26])([F:25])[C:3]1[CH:20]=[C:19]([C:21]([F:24])([F:23])[F:22])[CH:18]=[CH:17][C:4]=1[CH2:5][O:6][C:7]1[CH:14]=[CH:13][C:10]([CH:11]=O)=[CH:9][C:8]=1[O:15][CH3:16].[NH:27]=[C:28]1[N:32]([C:33]([C:35]2[CH:40]=[CH:39][CH:38]=[CH:37][CH:36]=2)=[O:34])[C:31](=[O:41])[NH:30][CH2:29]1.N1CCCCC1. The catalyst is C(O)C. The product is [F:1][C:2]([F:25])([F:26])[C:3]1[CH:20]=[C:19]([C:21]([F:24])([F:23])[F:22])[CH:18]=[CH:17][C:4]=1[CH2:5][O:6][C:7]1[CH:14]=[CH:13][C:10](/[CH:11]=[C:29]2\[NH:30][C:31](=[O:41])[N:32]([C:33]([C:35]3[CH:40]=[CH:39][CH:38]=[CH:37][CH:36]=3)=[O:34])[C:28]\2=[NH:27])=[CH:9][C:8]=1[O:15][CH3:16]. The yield is 0.0300.